Predict the reaction yield, written as a fraction of the theoretical maximum amount of product (1.0 means a 100% yield; for example, 0.34 means a 34% yield). From a dataset of Reaction yield outcomes from USPTO patents with 853,638 reactions. (1) The reactants are [N+:1]([C:4]1[C:5]([O:10][C:11]2[CH:16]=[CH:15][CH:14]=[C:13]([C:17]([F:20])([F:19])[F:18])[CH:12]=2)=[N:6][CH:7]=[CH:8][CH:9]=1)([O-])=O.C(OCC)(=O)C. The catalyst is [Pd].CO. The product is [F:20][C:17]([F:18])([F:19])[C:13]1[CH:12]=[C:11]([CH:16]=[CH:15][CH:14]=1)[O:10][C:5]1[C:4]([NH2:1])=[CH:9][CH:8]=[CH:7][N:6]=1. The yield is 0.970. (2) The reactants are C1(C)C=CC=CC=1.[Cl:8][C:9]1[CH:14]=[CH:13][C:12](Br)=[CH:11][C:10]=1[O:16][CH3:17].[C:18]([N:25]1[CH2:30][CH2:29][NH:28][CH2:27][CH2:26]1)([O:20][C:21]([CH3:24])([CH3:23])[CH3:22])=[O:19].CC(C)([O-])C.[Na+]. The catalyst is C1C=CC(/C=C/C(/C=C/C2C=CC=CC=2)=O)=CC=1.C1C=CC(/C=C/C(/C=C/C2C=CC=CC=2)=O)=CC=1.C1C=CC(/C=C/C(/C=C/C2C=CC=CC=2)=O)=CC=1.[Pd].[Pd].C1C=CC(P(C2C(C3C(P(C4C=CC=CC=4)C4C=CC=CC=4)=CC=C4C=3C=CC=C4)=C3C(C=CC=C3)=CC=2)C2C=CC=CC=2)=CC=1.CCOC(C)=O. The product is [Cl:8][C:9]1[CH:14]=[CH:13][C:12]([N:28]2[CH2:27][CH2:26][N:25]([C:18]([O:20][C:21]([CH3:24])([CH3:23])[CH3:22])=[O:19])[CH2:30][CH2:29]2)=[CH:11][C:10]=1[O:16][CH3:17]. The yield is 0.930. (3) The reactants are [C:1]([OH:9])(=[O:8])[CH2:2][CH2:3][CH2:4][C:5]([OH:7])=[O:6].O[CH2:11][CH:12]1[CH2:17][CH:16]2[CH2:18][CH:13]1[CH2:14][CH2:15]2. The catalyst is C1(C)C=CC(S(O)(=O)=O)=CC=1.C1(C)C=CC=CC=1. The product is [C:1]([O:9][CH2:11][CH:12]1[CH2:17][CH:16]2[CH2:18][CH:13]1[CH2:14][CH2:15]2)(=[O:8])[CH2:2][CH2:3][CH2:4][C:5]([O:7][CH2:11][CH:12]1[CH2:17][CH:16]2[CH2:18][CH:13]1[CH2:14][CH2:15]2)=[O:6]. The yield is 0.866. (4) The reactants are [OH:1][C:2]1[CH:9]=[CH:8][C:5]([CH:6]=[O:7])=[CH:4][C:3]=1[N+:10]([O-:12])=[O:11].[CH2:13](O)[CH2:14][OH:15].C1(C)C=CC(S([O-])(=O)=O)=CC=1.[NH+]1C=CC=CC=1. The catalyst is C1(C)C=CC=CC=1. The product is [O:7]1[CH2:13][CH2:14][O:15][CH:6]1[C:5]1[CH:8]=[CH:9][C:2]([OH:1])=[C:3]([N+:10]([O-:12])=[O:11])[CH:4]=1. The yield is 0.830. (5) The reactants are [O:1]1[C:6]2[CH:7]=[CH:8][CH:9]=[CH:10][C:5]=2[N:4]([CH:11]([C:18]2[CH:23]=[CH:22][CH:21]=[CH:20][CH:19]=2)[CH:12]([OH:17])[C:13]([NH:15][CH3:16])=O)[CH2:3][CH2:2]1.B.Cl. The catalyst is O1CCCC1. The product is [O:1]1[C:6]2[CH:7]=[CH:8][CH:9]=[CH:10][C:5]=2[N:4]([CH:11]([C:18]2[CH:23]=[CH:22][CH:21]=[CH:20][CH:19]=2)[CH:12]([OH:17])[CH2:13][NH:15][CH3:16])[CH2:3][CH2:2]1. The yield is 0.980. (6) The reactants are [CH2:1]([O:8][C:9]([CH2:11][N:12]1[C:17]([CH3:18])=[C:16]([Cl:19])[N:15]=[C:14](Cl)[C:13]1=[O:21])=[O:10])[C:2]1[CH:7]=[CH:6][CH:5]=[CH:4][CH:3]=1.[CH3:22][C:23]1[CH:31]=[CH:30][C:26]([CH2:27][CH2:28][NH2:29])=[CH:25][CH:24]=1.C(N(CC)CC)C. The yield is 1.00. The catalyst is C(OCC)(=O)C. The product is [C:23]1([CH3:22])[CH:31]=[CH:30][C:26]([CH2:27][CH2:28][NH:29][C:14]2[C:13](=[O:21])[N:12]([CH2:11][C:9]([O:8][CH2:1][C:2]3[CH:7]=[CH:6][CH:5]=[CH:4][CH:3]=3)=[O:10])[C:17]([CH3:18])=[C:16]([Cl:19])[N:15]=2)=[CH:25][CH:24]=1. (7) The reactants are [Cl:1][C:2]1[CH:3]=[CH:4][C:5]([O:12][CH3:13])=[C:6]([CH:11]=1)[C:7](OC)=O.[AlH4-].[Li+].S(Cl)(Cl)=O.[C-:20]#[N:21].[Na+]. The catalyst is CCOCC.O.CS(C)=O.ClCCl. The product is [Cl:1][C:2]1[CH:3]=[CH:4][C:5]([O:12][CH3:13])=[C:6]([CH2:7][C:20]#[N:21])[CH:11]=1. The yield is 0.910.